From a dataset of Reaction yield outcomes from USPTO patents with 853,638 reactions. Predict the reaction yield, written as a fraction of the theoretical maximum amount of product (1.0 means a 100% yield; for example, 0.34 means a 34% yield). (1) The reactants are [CH2:1]([O:8][C:9](=[O:32])[CH2:10][C@@H:11]([NH:24][C:25]([O:27][C:28]([CH3:31])([CH3:30])[CH3:29])=[O:26])[C:12]([NH:14][C@H:15]([C:20](=[O:23])[NH:21][CH3:22])[C:16]([CH3:19])([CH3:18])[CH3:17])=[O:13])[C:2]1C=CC=C[CH:3]=1.C(OC(=O)[C@@H](CC([O-])=O)NC(OC(C)(C)C)=O)(=C)C.CNC(=O)[C@H](C(C)(C)C)N.CN(C(ON1N=NC2C=CC=CC1=2)=[N+](C)C)C.[B-](F)(F)(F)F. No catalyst specified. The product is [CH2:1]([O:8][C:9](=[O:32])[CH2:10][C@@H:11]([NH:24][C:25]([O:27][C:28]([CH3:31])([CH3:30])[CH3:29])=[O:26])[C:12]([NH:14][C@H:15]([C:20](=[O:23])[NH:21][CH3:22])[C:16]([CH3:19])([CH3:18])[CH3:17])=[O:13])[CH:2]=[CH2:3]. The yield is 0.840. (2) The reactants are [Br:1][C:2]1[N:7]=[C:6]([NH2:8])[CH:5]=[CH:4][CH:3]=1.CCN(CC)CC.[C:16](Cl)(=[O:18])[CH3:17]. The catalyst is C(Cl)Cl.O. The product is [Br:1][C:2]1[N:7]=[C:6]([NH:8][C:16](=[O:18])[CH3:17])[CH:5]=[CH:4][CH:3]=1. The yield is 0.880.